Dataset: Forward reaction prediction with 1.9M reactions from USPTO patents (1976-2016). Task: Predict the product of the given reaction. (1) Given the reactants [CH2:1]([N:4]1[C:13]2[C:8](=[CH:9][C:10]([C:14]([NH2:16])=[O:15])=[CH:11][CH:12]=2)[CH2:7][CH2:6][CH2:5]1)[CH:2]=C.I([O-])(=O)(=O)=[O:18].[Na+].[BH4-].[Na+], predict the reaction product. The product is: [OH:18][CH2:2][CH2:1][N:4]1[C:13]2[C:8](=[CH:9][C:10]([C:14]([NH2:16])=[O:15])=[CH:11][CH:12]=2)[CH2:7][CH2:6][CH2:5]1. (2) Given the reactants [Br:1][C:2]1[CH:8]=[CH:7][C:5]([NH2:6])=[C:4]([C:9]#[C:10][C:11]2[C:12]([CH3:17])=[N:13][O:14][C:15]=2[CH3:16])[CH:3]=1, predict the reaction product. The product is: [Br:1][C:2]1[CH:3]=[C:4]2[C:5](=[CH:7][CH:8]=1)[NH:6][C:10]([C:11]1[C:12]([CH3:17])=[N:13][O:14][C:15]=1[CH3:16])=[CH:9]2. (3) Given the reactants Cl.Cl.[Cl:3][C:4]1[CH:9]=[CH:8][C:7]([C:10]2[S:18][C:17]3[C:16](=[O:19])[N:15]([CH2:20][CH2:21][C:22]4[CH:27]=[CH:26][C:25]([CH2:28][NH:29][CH3:30])=[CH:24][CH:23]=4)[CH:14]=[N:13][C:12]=3[CH:11]=2)=[CH:6][CH:5]=1.[Cl:31][CH2:32][C:33](Cl)=[O:34].C(N(CC)CC)C.O1CCCC1, predict the reaction product. The product is: [Cl:31][CH2:32][C:33]([N:29]([CH2:28][C:25]1[CH:26]=[CH:27][C:22]([CH2:21][CH2:20][N:15]2[C:16](=[O:19])[C:17]3[S:18][C:10]([C:7]4[CH:6]=[CH:5][C:4]([Cl:3])=[CH:9][CH:8]=4)=[CH:11][C:12]=3[N:13]=[CH:14]2)=[CH:23][CH:24]=1)[CH3:30])=[O:34]. (4) Given the reactants [CH3:1][C:2]([CH3:29])([CH3:28])[C@H:3]([N:11]1[CH2:15][CH2:14][N:13]([CH2:16][C:17]2[CH:22]=[CH:21][C:20]([C:23]([F:26])([F:25])[F:24])=[CH:19][CH:18]=2)[C:12]1=[O:27])[C:4]([O:6]C(C)(C)C)=[O:5].FC(F)(F)C(O)=O, predict the reaction product. The product is: [CH3:1][C:2]([CH3:29])([CH3:28])[C@H:3]([N:11]1[CH2:15][CH2:14][N:13]([CH2:16][C:17]2[CH:22]=[CH:21][C:20]([C:23]([F:26])([F:25])[F:24])=[CH:19][CH:18]=2)[C:12]1=[O:27])[C:4]([OH:6])=[O:5]. (5) The product is: [OH:13][C:14]1([CH3:21])[CH2:19][CH2:18][CH:17]([NH:1][C:2]2[C:3]([CH3:12])=[C:4]([CH:9]=[CH:10][CH:11]=2)[C:5]([O:7][CH3:8])=[O:6])[CH2:16][CH2:15]1. Given the reactants [NH2:1][C:2]1[C:3]([CH3:12])=[C:4]([CH:9]=[CH:10][CH:11]=1)[C:5]([O:7][CH3:8])=[O:6].[OH:13][C:14]1([CH3:21])[CH2:19][CH2:18][C:17](=O)[CH2:16][CH2:15]1.C(O)(=O)C.C(O[BH-](OC(=O)C)OC(=O)C)(=O)C.[Na+].C([O-])(O)=O.[Na+], predict the reaction product. (6) Given the reactants Cl[C:2]1[CH:3]=[CH:4][N:5]2[C:10]([C:11]=1[CH3:12])=[C:9]([CH:13]1[CH2:15][CH2:14]1)[CH:8]=[C:7]([C:16]([O:18][CH3:19])=[O:17])[C:6]2=[O:20].CC1(C)C(C)(C)OB([C:29]2[CH:44]=[CH:43][C:32]3[N:33](C(OC(C)(C)C)=O)[CH:34]=[N:35][C:31]=3[CH:30]=2)O1.CC1(C)C(C)(C)OB(C2C=CC3N=CN(C(OC(C)(C)C)=O)C=3C=2)O1, predict the reaction product. The product is: [NH:33]1[C:32]2[CH:43]=[CH:44][C:29]([C:2]3[CH:3]=[CH:4][N:5]4[C:10]([C:11]=3[CH3:12])=[C:9]([CH:13]3[CH2:15][CH2:14]3)[CH:8]=[C:7]([C:16]([O:18][CH3:19])=[O:17])[C:6]4=[O:20])=[CH:30][C:31]=2[N:35]=[CH:34]1. (7) The product is: [Cl:1][C:2]1[N:7]=[C:6]([C:8]2[CH:9]=[C:10]([CH:13]=[CH:14][CH:15]=2)[CH2:11][NH:24][CH2:23][CH2:22][C:19]2[CH:20]=[CH:21][N:16]=[CH:17][CH:18]=2)[CH:5]=[CH:4][N:3]=1. Given the reactants [Cl:1][C:2]1[N:7]=[C:6]([C:8]2[CH:9]=[C:10]([CH:13]=[CH:14][CH:15]=2)[CH:11]=O)[CH:5]=[CH:4][N:3]=1.[N:16]1[CH:21]=[CH:20][C:19]([CH2:22][CH2:23][NH2:24])=[CH:18][CH:17]=1, predict the reaction product. (8) Given the reactants [Br:1][C:2]1[CH:7]=[CH:6][N:5]=[C:4]2[N:8]([S:24]([C:27]3[CH:33]=[CH:32][C:30]([CH3:31])=[CH:29][CH:28]=3)(=[O:26])=[O:25])[C:9]([C:11]3[CH2:16][CH2:15][N:14](C(OC(C)(C)C)=O)[CH2:13][CH:12]=3)=[CH:10][C:3]=12.[F:34][C:35]([F:40])([F:39])[C:36]([OH:38])=[O:37], predict the reaction product. The product is: [Br:1][C:2]1[CH:7]=[CH:6][N:5]=[C:4]2[N:8]([S:24]([C:27]3[CH:28]=[CH:29][C:30]([CH3:31])=[CH:32][CH:33]=3)(=[O:26])=[O:25])[C:9]([C:11]3[CH2:16][CH2:15][NH:14][CH2:13][CH:12]=3)=[CH:10][C:3]=12.[F:34][C:35]([F:40])([F:39])[C:36]([O-:38])=[O:37]. (9) Given the reactants [F:1][C:2]1[C:7]([F:8])=[C:6]([NH:9][C:10]2[CH:15]=[CH:14][C:13]([I:16])=[CH:12][C:11]=2[F:17])[C:5]([NH2:18])=[CH:4][CH:3]=1.[CH:19]([S:22](Cl)(=[O:24])=[O:23])([CH3:21])[CH3:20], predict the reaction product. The product is: [F:8][C:7]1[C:6]([NH:9][C:10]2[CH:15]=[CH:14][C:13]([I:16])=[CH:12][C:11]=2[F:17])=[C:5]([NH:18][S:22]([CH:19]([CH3:21])[CH3:20])(=[O:24])=[O:23])[CH:4]=[CH:3][C:2]=1[F:1]. (10) The product is: [Br:1][C:2]1[CH:3]=[CH:4][C:5]([F:25])=[C:6]([C@@:8]([NH:18][S@@:19]([C:21]([CH3:24])([CH3:22])[CH3:23])=[O:20])([C:9]([F:16])([F:15])[C:33]([OH:29])([CH3:32])[CH3:26])[CH3:17])[CH:7]=1. Given the reactants [Br:1][C:2]1[CH:3]=[CH:4][C:5]([F:25])=[C:6]([C@:8]([NH:18][S@@:19]([C:21]([CH3:24])([CH3:23])[CH3:22])=[O:20])([CH3:17])[C:9]([F:16])([F:15])C(OCC)=O)[CH:7]=1.[CH3:26][Mg]Br.[O:29]1[CH2:33][CH2:32]CC1, predict the reaction product.